From a dataset of Reaction yield outcomes from USPTO patents with 853,638 reactions. Predict the reaction yield, written as a fraction of the theoretical maximum amount of product (1.0 means a 100% yield; for example, 0.34 means a 34% yield). (1) The reactants are Cl[C:2]1[C:7]([C:8]([F:11])([F:10])[F:9])=[CH:6][N:5]=[C:4]([NH:12][C:13]2[CH:18]=[CH:17][C:16]([P:19]([CH3:22])([CH3:21])=[O:20])=[CH:15][CH:14]=2)[N:3]=1.Cl.[CH3:24][C:25]1[CH:26]=[C:27]([CH:29]=[C:30]([CH3:32])[CH:31]=1)[NH2:28]. The catalyst is C(O)C.CO. The product is [CH3:24][C:25]1[CH:26]=[C:27]([NH:28][C:2]2[C:7]([C:8]([F:11])([F:10])[F:9])=[CH:6][N:5]=[C:4]([NH:12][C:13]3[CH:18]=[CH:17][C:16]([P:19]([CH3:22])([CH3:21])=[O:20])=[CH:15][CH:14]=3)[N:3]=2)[CH:29]=[C:30]([CH3:32])[CH:31]=1. The yield is 0.650. (2) The yield is 0.960. The product is [Cl:25][C:26]1[CH:35]=[C:34]2[C:29]([CH:30]=[C:31]([CH2:20][Cl:24])[C:32]([CH3:37])=[C:33]2[OH:36])=[CH:28][CH:27]=1. The catalyst is O1CCCC1. The reactants are C1(P(C2C=CC=CC=2)C2C=CC=CC=2)C=CC=CC=1.[C:20]([Cl:24])(Cl)(Cl)Cl.[Cl:25][C:26]1[CH:35]=[C:34]2[C:29]([CH:30]=[C:31](CO)[C:32]([CH3:37])=[C:33]2[OH:36])=[CH:28][CH:27]=1. (3) The reactants are I(C1C=CC=CC=1C(O)=O)(=O)=O.[Si:13]([O:20][CH2:21][CH2:22][O:23][C:24]1[CH:25]=[C:26]([F:32])[C:27]([CH2:30][OH:31])=[N:28][CH:29]=1)([C:16]([CH3:19])([CH3:18])[CH3:17])([CH3:15])[CH3:14]. The catalyst is CS(C)=O.O. The product is [Si:13]([O:20][CH2:21][CH2:22][O:23][C:24]1[CH:25]=[C:26]([F:32])[C:27]([CH:30]=[O:31])=[N:28][CH:29]=1)([C:16]([CH3:19])([CH3:18])[CH3:17])([CH3:15])[CH3:14]. The yield is 0.770.